This data is from Full USPTO retrosynthesis dataset with 1.9M reactions from patents (1976-2016). The task is: Predict the reactants needed to synthesize the given product. (1) Given the product [N+:22]([C:18]1[CH:17]=[C:16]([N:11]2[CH2:12][CH2:13][CH2:14][N:8]([C:1]([O:3][C:4]([CH3:7])([CH3:6])[CH3:5])=[O:2])[CH2:9][CH2:10]2)[CH:21]=[CH:20][CH:19]=1)([O-:24])=[O:23], predict the reactants needed to synthesize it. The reactants are: [C:1]([N:8]1[CH2:14][CH2:13][CH2:12][NH:11][CH2:10][CH2:9]1)([O:3][C:4]([CH3:7])([CH3:6])[CH3:5])=[O:2].Br[C:16]1[CH:17]=[C:18]([N+:22]([O-:24])=[O:23])[CH:19]=[CH:20][CH:21]=1.C(=O)([O-])[O-].[Cs+].[Cs+].O. (2) Given the product [CH3:21][O:22][C:23]1[CH:30]=[C:29]([O:31][CH3:32])[CH:28]=[CH:27][C:24]=1[CH2:25][NH:1][C:2]1[CH:10]=[C:9]2[C:5]([CH2:6][O:7][C:8]2=[C:11]2[C:19]3[C:14](=[CH:15][CH:16]=[CH:17][CH:18]=3)[NH:13][C:12]2=[O:20])=[CH:4][CH:3]=1, predict the reactants needed to synthesize it. The reactants are: [NH2:1][C:2]1[CH:10]=[C:9]2[C:5]([CH2:6][O:7][C:8]2=[C:11]2[C:19]3[C:14](=[CH:15][CH:16]=[CH:17][CH:18]=3)[NH:13][C:12]2=[O:20])=[CH:4][CH:3]=1.[CH3:21][O:22][C:23]1[CH:30]=[C:29]([O:31][CH3:32])[CH:28]=[CH:27][C:24]=1[CH:25]=O.C(O[BH-](OC(=O)C)OC(=O)C)(=O)C.[Na+]. (3) Given the product [Br:1][C:2]1[CH:3]=[C:4]2[C:8](=[C:9]([C:11]([O:13][CH3:14])=[O:12])[CH:10]=1)[N:7]([CH2:22][O:21][CH2:20][CH2:19][Si:18]([CH3:25])([CH3:24])[CH3:17])[N:6]=[CH:5]2, predict the reactants needed to synthesize it. The reactants are: [Br:1][C:2]1[CH:3]=[C:4]2[C:8](=[C:9]([C:11]([O:13][CH3:14])=[O:12])[CH:10]=1)[NH:7][N:6]=[CH:5]2.[H-].[Na+].[CH3:17][Si:18]([CH3:25])([CH3:24])[CH2:19][CH2:20][O:21][CH2:22]Cl. (4) Given the product [Cl:1][C:2]1[CH:7]=[CH:6][CH:5]=[C:4]([S:8]([CH2:11][CH3:12])(=[O:10])=[O:9])[C:3]=1[O:32][C:29]1[CH:30]=[C:31]2[C:26](=[CH:27][CH:28]=1)[N:25]=[CH:24][N:23]=[C:22]2[NH:14][C:15]1[S:19][N:18]=[C:17]([CH3:20])[N:16]=1, predict the reactants needed to synthesize it. The reactants are: [Cl:1][C:2]1[CH:7]=[CH:6][CH:5]=[C:4]([S:8]([CH2:11][CH3:12])(=[O:10])=[O:9])[C:3]=1Cl.[NH2:14][C:15]1[S:19][N:18]=[C:17]([CH3:20])[N:16]=1.Cl[C:22]1[C:31]2[C:26](=[CH:27][CH:28]=[C:29]([OH:32])[CH:30]=2)[N:25]=[CH:24][N:23]=1. (5) Given the product [F:19][C:20]1[CH:21]=[CH:22][C:23]([C:29]2[N:30]=[CH:31][CH:32]=[CH:33][N:34]=2)=[C:24]([C:25]([N:7]2[CH2:6][CH:5]3[CH2:1][N:2]([C:9]4[CH:18]=[N:17][C:16]5[C:11](=[CH:12][CH:13]=[CH:14][CH:15]=5)[N:10]=4)[CH2:3][CH:4]3[CH2:8]2)=[O:26])[CH:28]=1, predict the reactants needed to synthesize it. The reactants are: [CH2:1]1[CH:5]2[CH2:6][NH:7][CH2:8][CH:4]2[CH2:3][N:2]1[C:9]1[CH:18]=[N:17][C:16]2[C:11](=[CH:12][CH:13]=[CH:14][CH:15]=2)[N:10]=1.[F:19][C:20]1[CH:21]=[CH:22][C:23]([C:29]2[N:34]=[CH:33][CH:32]=[CH:31][N:30]=2)=[C:24]([CH:28]=1)[C:25](O)=[O:26]. (6) Given the product [CH3:24][O:23][C:18]1[CH:17]=[C:16]([O:25][CH3:26])[CH:15]=[C:14]2[C:19]=1[C:20](=[O:22])[NH:21][C:12]([C:8]1[CH:9]=[C:10]([CH3:11])[C:5]([O:4][CH2:3][CH2:2][NH:1][C:34](=[O:35])[C:31]3[CH:32]=[CH:33][C:28]([CH3:37])=[CH:29][CH:30]=3)=[C:6]([CH3:27])[CH:7]=1)=[N:13]2, predict the reactants needed to synthesize it. The reactants are: [NH2:1][CH2:2][CH2:3][O:4][C:5]1[C:10]([CH3:11])=[CH:9][C:8]([C:12]2[NH:21][C:20](=[O:22])[C:19]3[C:14](=[CH:15][C:16]([O:25][CH3:26])=[CH:17][C:18]=3[O:23][CH3:24])[N:13]=2)=[CH:7][C:6]=1[CH3:27].[C:28]1([CH3:37])[CH:33]=[CH:32][C:31]([C:34](Cl)=[O:35])=[CH:30][CH:29]=1.CCN(C(C)C)C(C)C. (7) Given the product [CH2:1]([O:8][C:9]1[CH:10]=[CH:11][C:12]([NH:16][C:17]2[CH:22]=[CH:21][CH:20]=[CH:19][N:18]=2)=[N:13][CH:14]=1)[C:2]1[CH:7]=[CH:6][CH:5]=[CH:4][CH:3]=1, predict the reactants needed to synthesize it. The reactants are: [CH2:1]([O:8][C:9]1[CH:10]=[CH:11][C:12](Br)=[N:13][CH:14]=1)[C:2]1[CH:7]=[CH:6][CH:5]=[CH:4][CH:3]=1.[NH2:16][C:17]1[CH:22]=[CH:21][CH:20]=[CH:19][N:18]=1.C(O[K])(C)(C)C. (8) Given the product [F:9][C:10]([F:17])([F:16])[C:11]([NH:8][CH2:7][CH2:6][C:2]1[S:1][CH:5]=[CH:4][CH:3]=1)=[O:12], predict the reactants needed to synthesize it. The reactants are: [S:1]1[CH:5]=[CH:4][CH:3]=[C:2]1[CH2:6][CH2:7][NH2:8].[F:9][C:10]([F:17])([F:16])[C:11](OCC)=[O:12]. (9) Given the product [CH3:13][O:14][C:15]1[CH:16]=[C:17]2[C:18](=[CH:19][CH:20]=1)[N:23]=[C:22]([NH2:36])[C:21]12[CH2:4][CH2:3][CH2:2]1, predict the reactants needed to synthesize it. The reactants are: Br[CH2:2][CH2:3][CH2:4]Br.BrCCC(Br)CC.[CH3:13][O:14][C:15]1[CH:16]=[C:17]([CH2:21][C:22]#[N:23])[CH:18]=[CH:19][CH:20]=1.COC1C=C(CC#[N:36])C=CC=1OC.